Dataset: Forward reaction prediction with 1.9M reactions from USPTO patents (1976-2016). Task: Predict the product of the given reaction. (1) Given the reactants Br[C:2]1[CH:3]=[C:4]([Cl:16])[CH:5]=[C:6]2[C:10]=1[N:9]([CH3:11])[C:8]([C:12]([NH2:14])=[O:13])=[C:7]2[CH3:15].[F:17][C:18]([F:30])([F:29])[O:19][C:20]1[CH:25]=[CH:24][C:23](B(O)O)=[CH:22][CH:21]=1, predict the reaction product. The product is: [Cl:16][C:4]1[CH:5]=[C:6]2[C:10](=[C:2]([C:23]3[CH:22]=[CH:21][C:20]([O:19][C:18]([F:17])([F:29])[F:30])=[CH:25][CH:24]=3)[CH:3]=1)[N:9]([CH3:11])[C:8]([C:12]([NH2:14])=[O:13])=[C:7]2[CH3:15]. (2) Given the reactants [CH:1]([Mg]Br)([CH3:3])[CH3:2].B(F)(F)F.CCOCC.[C:15]([O:19][C:20]([N:22]1[CH:27]=[CH:26][C:25](=[O:28])[CH2:24][CH:23]1[CH:29]([CH3:31])[CH3:30])=[O:21])([CH3:18])([CH3:17])[CH3:16], predict the reaction product. The product is: [C:15]([O:19][C:20]([N:22]1[C@@H:27]([CH:1]([CH3:3])[CH3:2])[CH2:26][C:25](=[O:28])[CH2:24][C@@H:23]1[CH:29]([CH3:31])[CH3:30])=[O:21])([CH3:18])([CH3:17])[CH3:16]. (3) Given the reactants [OH:1][C:2]1[CH:11]=[CH:10][CH:9]=[C:8]2[C:3]=1[CH:4]=[C:5]([CH3:13])[C:6](=[O:12])[O:7]2.[H-].[Na+].Cl[CH2:17][O:18][CH3:19], predict the reaction product. The product is: [CH3:13][C:5]1[C:6](=[O:12])[O:7][C:8]2[C:3]([CH:4]=1)=[C:2]([O:1][CH2:17][O:18][CH3:19])[CH:11]=[CH:10][CH:9]=2.